Task: Predict the reaction yield, written as a fraction of the theoretical maximum amount of product (1.0 means a 100% yield; for example, 0.34 means a 34% yield).. Dataset: Reaction yield outcomes from USPTO patents with 853,638 reactions (1) The catalyst is C(O)(=O)C. The product is [F:5][C:6]1[CH:7]=[CH:8][C:9]([O:12][CH2:13][C:14]2[CH:19]=[CH:18][C:17]([CH2:20][CH2:21][N+:22]([O-:24])=[O:23])=[CH:16][CH:15]=2)=[N:10][CH:11]=1. The yield is 0.560. The reactants are CS(C)=O.[F:5][C:6]1[CH:7]=[CH:8][C:9]([O:12][CH2:13][C:14]2[CH:19]=[CH:18][C:17](/[CH:20]=[CH:21]/[N+:22]([O-:24])=[O:23])=[CH:16][CH:15]=2)=[N:10][CH:11]=1.[BH4-].[Na+]. (2) The product is [I:1][C:2]1[CH:3]=[C:4]([NH2:14])[C:5]([N:8]([CH2:10][CH2:11][O:12][CH3:13])[CH3:9])=[CH:6][CH:7]=1. The reactants are [I:1][C:2]1[CH:7]=[CH:6][C:5]([N:8]([CH2:10][CH2:11][O:12][CH3:13])[CH3:9])=[C:4]([N+:14]([O-])=O)[CH:3]=1. The catalyst is [Fe].C(O)(=O)C. The yield is 0.590. (3) The reactants are Cl.[CH3:2][NH:3][C:4]([C:6]1[C:7]2[CH2:8][CH2:9][C:10]([O:28]C)([C:21]3[CH:26]=[CH:25][CH:24]=[CH:23][C:22]=3[CH3:27])[O:11][C:12]=2[C:13]2[N:17]=[C:16]([CH3:18])[N:15]([CH3:19])[C:14]=2[CH:20]=1)=[O:5].[OH-].[Na+]. The catalyst is O.C1COCC1. The product is [CH3:2][NH:3][C:4]([C:6]1[C:7]([CH2:8][CH2:9][C:10](=[O:28])[C:21]2[CH:26]=[CH:25][CH:24]=[CH:23][C:22]=2[CH3:27])=[C:12]([OH:11])[C:13]2[N:17]=[C:16]([CH3:18])[N:15]([CH3:19])[C:14]=2[CH:20]=1)=[O:5]. The yield is 0.790. (4) The reactants are [C:1]([O:5][C:6]([N:8]1[CH2:13][CH2:12][N:11]([C:14]2[CH:23]=[CH:22][CH:21]=[C:20]3[C:15]=2[CH:16]=[CH:17][N:18]=[CH:19]3)[CH2:10][CH2:9]1)=[O:7])([CH3:4])([CH3:3])[CH3:2].[CH2:24](O)[CH3:25]. The catalyst is [Pt]. The product is [C:1]([O:5][C:6]([N:8]1[CH2:13][CH2:12][N:11]([C:14]2[CH:23]=[CH:22][CH:21]=[C:20]3[C:15]=2[CH2:16][CH2:17][N:18]([CH2:24][CH3:25])[CH2:19]3)[CH2:10][CH2:9]1)=[O:7])([CH3:4])([CH3:2])[CH3:3]. The yield is 0.300. (5) The product is [CH2:14]([N:11]1[CH2:12][CH2:13][N:8]([C:5]2[N:6]=[CH:7][C:2]([NH:1][C:37]([C:30]3[O:29][C:28]([C:22]4[CH:27]=[CH:26][CH:25]=[CH:24][CH:23]=4)=[N:32][C:31]=3[C:33]([F:36])([F:34])[F:35])=[O:38])=[CH:3][CH:4]=2)[CH2:9][C:10]1=[O:21])[C:15]1[CH:20]=[CH:19][CH:18]=[CH:17][CH:16]=1. The catalyst is CN(C=O)C.O. The yield is 0.590. The reactants are [NH2:1][C:2]1[CH:3]=[CH:4][C:5]([N:8]2[CH2:13][CH2:12][N:11]([CH2:14][C:15]3[CH:20]=[CH:19][CH:18]=[CH:17][CH:16]=3)[C:10](=[O:21])[CH2:9]2)=[N:6][CH:7]=1.[C:22]1([C:28]2[O:29][C:30]([C:37](O)=[O:38])=[C:31]([C:33]([F:36])([F:35])[F:34])[N:32]=2)[CH:27]=[CH:26][CH:25]=[CH:24][CH:23]=1.C(N(C(C)C)CC)(C)C.CCN=C=NCCCN(C)C.C1C=CC2N(O)N=NC=2C=1. (6) The reactants are C(C1C=C(NC2N=C(NC3C=CC=C(C(O)=O)C=3)C(F)=CN=2)C=CC=1)(O)=O.[OH:28][C:29]1[CH:30]=[C:31]([NH:39][C:40]2[N:45]=[C:44]([NH:46][C:47]3[CH:52]=[CH:51][C:50]([C:53]([O:55]C)=[O:54])=[C:49]([OH:57])[CH:48]=3)[C:43]([F:58])=[CH:42][N:41]=2)[CH:32]=[CH:33][C:34]=1[C:35]([O:37]C)=[O:36].[OH-].[Na+]. No catalyst specified. The product is [OH:28][C:29]1[CH:30]=[C:31]([NH:39][C:40]2[N:45]=[C:44]([NH:46][C:47]3[CH:52]=[CH:51][C:50]([C:53]([OH:55])=[O:54])=[C:49]([OH:57])[CH:48]=3)[C:43]([F:58])=[CH:42][N:41]=2)[CH:32]=[CH:33][C:34]=1[C:35]([OH:37])=[O:36]. The yield is 0.770.